This data is from Full USPTO retrosynthesis dataset with 1.9M reactions from patents (1976-2016). The task is: Predict the reactants needed to synthesize the given product. (1) Given the product [OH:31][C:19]1[C:18]([NH:17]/[CH:14]=[C:5]2\[C:6](=[O:13])[NH:7][C:8](=[O:12])[C:9]3[C:4]\2=[CH:3][C:2]([I:1])=[CH:11][CH:10]=3)=[CH:23][CH:22]=[C:21]([N:24]2[CH2:29][CH2:28][N:27]([CH3:30])[CH2:26][CH2:25]2)[N:20]=1, predict the reactants needed to synthesize it. The reactants are: [I:1][C:2]1[CH:3]=[C:4]2[C:9](=[CH:10][CH:11]=1)[C:8](=[O:12])[NH:7][C:6](=[O:13])/[C:5]/2=[CH:14]/OC.[NH2:17][C:18]1[C:19]([OH:31])=[N:20][C:21]([N:24]2[CH2:29][CH2:28][N:27]([CH3:30])[CH2:26][CH2:25]2)=[CH:22][CH:23]=1.C(N(CC)CC)C. (2) Given the product [Cl:40][C:34]1[C:35]([F:39])=[CH:36][CH:37]=[CH:38][C:33]=1[CH2:32][NH:31][C:29](=[O:30])[N:28]([C@H:10]([CH2:9][OH:8])[CH2:11][CH2:12][C:13]([N:15]1[CH2:20][CH2:19][N:18]([C:21]([O:23][C:24]([CH3:25])([CH3:26])[CH3:27])=[O:22])[CH2:17][CH2:16]1)=[O:14])[CH3:41], predict the reactants needed to synthesize it. The reactants are: [Si]([O:8][CH2:9][C@@H:10]([N:28]([CH3:41])[C:29]([NH:31][CH2:32][C:33]1[CH:38]=[CH:37][CH:36]=[C:35]([F:39])[C:34]=1[Cl:40])=[O:30])[CH2:11][CH2:12][C:13]([N:15]1[CH2:20][CH2:19][N:18]([C:21]([O:23][C:24]([CH3:27])([CH3:26])[CH3:25])=[O:22])[CH2:17][CH2:16]1)=[O:14])(C(C)(C)C)(C)C.Cl.C([O-])(O)=O.[Na+].